From a dataset of Full USPTO retrosynthesis dataset with 1.9M reactions from patents (1976-2016). Predict the reactants needed to synthesize the given product. (1) Given the product [Cl:1][C:2]1[C:3]([F:32])=[C:4]([CH:29]=[CH:30][CH:31]=1)[NH:5][C:6]1[C:15]2[C:10](=[CH:11][C:12]([O:27][CH3:28])=[C:13]([O:16][CH:17]3[CH2:22][CH2:21][N:20]([C:23](=[O:26])[CH2:24][N:36]([CH3:37])[CH3:35])[CH2:19][CH2:18]3)[CH:14]=2)[N:9]=[CH:8][N:7]=1, predict the reactants needed to synthesize it. The reactants are: [Cl:1][C:2]1[C:3]([F:32])=[C:4]([CH:29]=[CH:30][CH:31]=1)[NH:5][C:6]1[C:15]2[C:10](=[CH:11][C:12]([O:27][CH3:28])=[C:13]([O:16][CH:17]3[CH2:22][CH2:21][N:20]([C:23](=[O:26])[CH2:24]Cl)[CH2:19][CH2:18]3)[CH:14]=2)[N:9]=[CH:8][N:7]=1.[I-].[Na+].[CH3:35][NH:36][CH3:37]. (2) Given the product [Cl:15][C:16]1[N:21]=[C:20]([C:22]2[N:24]=[C:4]([OH:13])[CH:5]=[CH:6][N:23]=2)[CH:19]=[CH:18][CH:17]=1, predict the reactants needed to synthesize it. The reactants are: C(O[C:4](=[O:13])[CH2:5][CH:6](OCC)OCC)C.Cl.[Cl:15][C:16]1[N:21]=[C:20]([C:22]([NH2:24])=[NH:23])[CH:19]=[CH:18][CH:17]=1.[OH-].[Na+]. (3) The reactants are: C[O:2][C:3](=[O:30])[C:4]1[CH:9]=[CH:8][CH:7]=[C:6]([CH2:10][N:11]2[CH2:16][CH2:15][CH:14]([C:17]3[C:25]4[C:20](=[N:21][CH:22]=[CH:23][CH:24]=4)[N:19]([CH2:26][CH2:27][O:28][CH3:29])[CH:18]=3)[CH2:13][CH2:12]2)[CH:5]=1.[OH-].[Na+]. Given the product [CH3:29][O:28][CH2:27][CH2:26][N:19]1[C:20]2=[N:21][CH:22]=[CH:23][CH:24]=[C:25]2[C:17]([CH:14]2[CH2:15][CH2:16][N:11]([CH2:10][C:6]3[CH:5]=[C:4]([CH:9]=[CH:8][CH:7]=3)[C:3]([OH:30])=[O:2])[CH2:12][CH2:13]2)=[CH:18]1, predict the reactants needed to synthesize it. (4) The reactants are: Cl[C:2]1[C:11]([CH3:12])=[C:10]([Cl:13])[C:9]2[C:4](=[CH:5][C:6]([F:15])=[CH:7][C:8]=2[F:14])[N:3]=1.[CH3:16][N:17]1[C:25]2[C:20](=[CH:21][C:22](B3OC(C)(C)C(C)(C)O3)=[CH:23][CH:24]=2)[CH:19]=[CH:18]1.C(=O)([O-])[O-].[K+].[K+]. Given the product [Cl:13][C:10]1[C:9]2[C:4](=[CH:5][C:6]([F:15])=[CH:7][C:8]=2[F:14])[N:3]=[C:2]([C:22]2[CH:21]=[C:20]3[C:25](=[CH:24][CH:23]=2)[N:17]([CH3:16])[CH:18]=[CH:19]3)[C:11]=1[CH3:12], predict the reactants needed to synthesize it.